This data is from Catalyst prediction with 721,799 reactions and 888 catalyst types from USPTO. The task is: Predict which catalyst facilitates the given reaction. (1) Reactant: C1CCN2C(=NCCC2)CC1.[N+:12]([C:15]1[CH:16]=[C:17]([CH:26]=[CH:27][CH:28]=1)[CH:18]=[C:19]1[NH:23][C:22](=[O:24])[NH:21][C:20]1=[O:25])([O-:14])=[O:13].Cl[CH2:30][C:31]1[CH:39]=[CH:38][C:34]2[O:35][CH2:36][O:37][C:33]=2[CH:32]=1. Product: [O:35]1[C:34]2[CH:38]=[CH:39][C:31]([CH2:30][N:21]3[C:20](=[O:25])[C:19](=[CH:18][C:17]4[CH:26]=[CH:27][CH:28]=[C:15]([N+:12]([O-:14])=[O:13])[CH:16]=4)[NH:23][C:22]3=[O:24])=[CH:32][C:33]=2[O:37][CH2:36]1. The catalyst class is: 2. (2) Product: [F:24][C:2]([F:1])([F:25])[C:3]1[CH:23]=[CH:22][C:6]([CH2:7][O:8][C:9]2[CH:10]=[CH:11][C:12]3[CH:16]=[C:15]([C:17]([OH:19])=[O:18])[S:14][C:13]=3[CH:21]=2)=[CH:5][CH:4]=1. The catalyst class is: 5. Reactant: [F:1][C:2]([F:25])([F:24])[C:3]1[CH:23]=[CH:22][C:6]([CH2:7][O:8][C:9]2[CH:10]=[CH:11][C:12]3[CH:16]=[C:15]([C:17]([O:19]C)=[O:18])[S:14][C:13]=3[CH:21]=2)=[CH:5][CH:4]=1.O.[OH-].[Li+].O.Cl. (3) Reactant: [Cl:1][C:2]1[CH:3]=[C:4]([CH2:9][C:10]([OH:12])=O)[CH:5]=[CH:6][C:7]=1[Cl:8].C1N=CN(C(N2C=NC=C2)=O)C=1.Cl.[NH2:26][CH2:27][C:28]1[CH:29]=[C:30]2[C:34](=[CH:35][CH:36]=1)[C:33](=[O:37])[N:32]([CH:38]1[CH2:43][CH2:42][C:41](=[O:44])[NH:40][C:39]1=[O:45])[CH2:31]2.O. Product: [Cl:1][C:2]1[CH:3]=[C:4]([CH2:9][C:10]([NH:26][CH2:27][C:28]2[CH:29]=[C:30]3[C:34](=[CH:35][CH:36]=2)[C:33](=[O:37])[N:32]([CH:38]2[CH2:43][CH2:42][C:41](=[O:44])[NH:40][C:39]2=[O:45])[CH2:31]3)=[O:12])[CH:5]=[CH:6][C:7]=1[Cl:8]. The catalyst class is: 3.